Predict the reaction yield, written as a fraction of the theoretical maximum amount of product (1.0 means a 100% yield; for example, 0.34 means a 34% yield). From a dataset of Reaction yield outcomes from USPTO patents with 853,638 reactions. (1) The reactants are Br[C:2]1[N:7]=[C:6]([N:8]2[CH2:14][CH2:13][CH2:12][N:11]([C:15]([O:17][C:18]([CH3:21])([CH3:20])[CH3:19])=[O:16])[CH2:10][CH2:9]2)[CH:5]=[CH:4][CH:3]=1.[F:22][C:23]1[N:34]=[CH:33][C:32]([CH3:35])=[CH:31][C:24]=1[C:25](N(OC)C)=[O:26]. The product is [F:22][C:23]1[N:34]=[CH:33][C:32]([CH3:35])=[CH:31][C:24]=1[C:25]([C:2]1[N:7]=[C:6]([N:8]2[CH2:14][CH2:13][CH2:12][N:11]([C:15]([O:17][C:18]([CH3:21])([CH3:20])[CH3:19])=[O:16])[CH2:10][CH2:9]2)[CH:5]=[CH:4][CH:3]=1)=[O:26]. The yield is 0.870. The catalyst is O1CCCC1. (2) The reactants are [CH2:1]([C:5]1[N:6]=[C:7]([CH3:35])[N:8]([CH2:31][C:32](O)=[O:33])[C:9](=[O:30])[C:10]=1[CH2:11][C:12]1[CH:17]=[CH:16][C:15]([C:18]2[CH:23]=[CH:22][CH:21]=[CH:20][C:19]=2[C:24]2[NH:28][C:27](=[O:29])[O:26][N:25]=2)=[CH:14][CH:13]=1)[CH2:2][CH2:3][CH3:4].[C:36]([NH2:40])([CH3:39])([CH3:38])[CH3:37].ON1C2C=CC=CC=2N=N1.Cl.C(N=C=NCCCN(C)C)C. The catalyst is C(OCC)(=O)C.CN(C)C=O. The product is [C:36]([NH:40][C:32](=[O:33])[CH2:31][N:8]1[C:9](=[O:30])[C:10]([CH2:11][C:12]2[CH:13]=[CH:14][C:15]([C:18]3[CH:23]=[CH:22][CH:21]=[CH:20][C:19]=3[C:24]3[NH:28][C:27](=[O:29])[O:26][N:25]=3)=[CH:16][CH:17]=2)=[C:5]([CH2:1][CH2:2][CH2:3][CH3:4])[N:6]=[C:7]1[CH3:35])([CH3:39])([CH3:38])[CH3:37]. The yield is 0.0660. (3) The reactants are C1(C(=[N:14][C:15]2[N:16]=[CH:17][C:18]([N:21]3[CH2:26][CH2:25][N:24]([C:27]([O:29][C:30]([CH3:33])([CH3:32])[CH3:31])=[O:28])[CH2:23][C@@H:22]3[CH3:34])=[N:19][CH:20]=2)C2C=CC=CC=2)C=CC=CC=1.C([O-])(=O)C.[Na+].Cl.NO. The catalyst is CO. The product is [NH2:14][C:15]1[N:16]=[CH:17][C:18]([N:21]2[CH2:26][CH2:25][N:24]([C:27]([O:29][C:30]([CH3:33])([CH3:32])[CH3:31])=[O:28])[CH2:23][C@@H:22]2[CH3:34])=[N:19][CH:20]=1. The yield is 0.640. (4) The reactants are [CH3:1][O:2][CH:3]1[CH2:6][N:5]([C:7]([C:9]2[CH:18]=[CH:17][C:16]3[C:11](=[C:12]([C:20]4[CH:25]=[CH:24][C:23]([C:26]5[CH:27]=[N:28][N:29]([CH3:31])[CH:30]=5)=[CH:22][CH:21]=4)[CH:13]=[N+:14]([O-])[CH:15]=3)[N:10]=2)=[O:8])[CH2:4]1.[N:32]1C=CC=CC=1.C1(C)C=CC(S(Cl)(=O)=O)=CC=1.C(CN)O. The catalyst is O.CCOC(C)=O. The product is [NH2:32][C:15]1[N:14]=[CH:13][C:12]([C:20]2[CH:25]=[CH:24][C:23]([C:26]3[CH:27]=[N:28][N:29]([CH3:31])[CH:30]=3)=[CH:22][CH:21]=2)=[C:11]2[C:16]=1[CH:17]=[CH:18][C:9]([C:7]([N:5]1[CH2:6][CH:3]([O:2][CH3:1])[CH2:4]1)=[O:8])=[N:10]2. The yield is 0.470.